From a dataset of hERG Central: cardiac toxicity at 1µM, 10µM, and general inhibition. Predict hERG channel inhibition at various concentrations. (1) The compound is CC(C)CCN1CCN(Cc2cccn2-c2ccccn2)CC1CCO. Results: hERG_inhib (hERG inhibition (general)): blocker. (2) The molecule is COc1ccc(C)cc1S(=O)(=O)NCC(c1ccco1)N1CCc2ccccc2C1. Results: hERG_inhib (hERG inhibition (general)): blocker. (3) The molecule is Cc1ccccc1Nc1nc(N)nc(CSc2ccc(F)cc2)n1. Results: hERG_inhib (hERG inhibition (general)): blocker. (4) The molecule is CCOc1ccc(C(=O)NC(=S)NCCCN2CCOCC2)cc1. Results: hERG_inhib (hERG inhibition (general)): blocker. (5) The drug is O=C(NCCC(=O)N1CCN(c2cccc(Cl)c2)CC1)c1ccc(Br)cc1. Results: hERG_inhib (hERG inhibition (general)): blocker. (6) The drug is COc1ccc(/C=C(\NC(=O)c2ccc(C)cc2)C(=O)NCCCn2ccnc2)cc1. Results: hERG_inhib (hERG inhibition (general)): blocker. (7) The molecule is CCN(Cc1nc(-c2ccc(Cl)cc2)no1)CC1CCCO1. Results: hERG_inhib (hERG inhibition (general)): blocker.